This data is from Forward reaction prediction with 1.9M reactions from USPTO patents (1976-2016). The task is: Predict the product of the given reaction. Given the reactants [CH3:1][C:2]1[N:7]([CH2:8][CH2:9][CH3:10])[C:6](=[O:11])[C:5]([CH2:12][CH2:13][C:14]2[CH:19]=[CH:18][CH:17]=[CH:16][CH:15]=2)=[C:4]([C:20]2[CH:25]=[CH:24][CH:23]=[CH:22][C:21]=2[O:26]C)[N:3]=1.B(Br)(Br)Br, predict the reaction product. The product is: [OH:26][C:21]1[CH:22]=[CH:23][CH:24]=[CH:25][C:20]=1[C:4]1[N:3]=[C:2]([CH3:1])[N:7]([CH2:8][CH2:9][CH3:10])[C:6](=[O:11])[C:5]=1[CH2:12][CH2:13][C:14]1[CH:15]=[CH:16][CH:17]=[CH:18][CH:19]=1.